This data is from Forward reaction prediction with 1.9M reactions from USPTO patents (1976-2016). The task is: Predict the product of the given reaction. (1) Given the reactants [C:1](/[C:9](/[C:14]1[CH:15]=[CH:16][C:17](=[O:23])[N:18]([CH:20]([CH3:22])[CH3:21])[N:19]=1)=[CH:10]/N(C)C)(=O)[C:2]1[CH:7]=[CH:6][CH:5]=[CH:4][CH:3]=1.C[O-].[Na+].[C:27]([CH2:29][C:30]([NH2:32])=[O:31])#[N:28].O, predict the reaction product. The product is: [CH:20]([N:18]1[C:17](=[O:23])[CH:16]=[CH:15][C:14]([C:9]2[CH:10]=[C:29]([C:27]#[N:28])[C:30](=[O:31])[NH:32][C:1]=2[C:2]2[CH:3]=[CH:4][CH:5]=[CH:6][CH:7]=2)=[N:19]1)([CH3:21])[CH3:22]. (2) Given the reactants [C:1]([C:3]1[CH:11]=[C:10]2[C:6]([CH2:7][CH2:8][CH:9]2[CH2:12][OH:13])=[CH:5][CH:4]=1)#[N:2].C(N(CC)CC)C.[CH3:21][S:22](Cl)(=[O:24])=[O:23].O, predict the reaction product. The product is: [CH3:21][S:22]([O:13][CH2:12][CH:9]1[C:10]2[C:6](=[CH:5][CH:4]=[C:3]([C:1]#[N:2])[CH:11]=2)[CH2:7][CH2:8]1)(=[O:24])=[O:23]. (3) Given the reactants C([Mg]Cl)(C)C.[Si:6]([O:13][C@H:14]([CH3:21])[CH2:15][C:16]([O:18]CC)=O)([C:9]([CH3:12])([CH3:11])[CH3:10])([CH3:8])[CH3:7].[CH3:22][NH:23][O:24][CH3:25].Cl, predict the reaction product. The product is: [Si:6]([O:13][C@H:14]([CH3:21])[CH2:15][C:16]([N:23]([O:24][CH3:25])[CH3:22])=[O:18])([C:9]([CH3:10])([CH3:11])[CH3:12])([CH3:7])[CH3:8]. (4) The product is: [CH3:17][C:18]1([CH3:31])[O:30][C:22]2=[C:23]([CH3:29])[N:24]=[CH:25][C:26]([CH2:27][NH:15][C:12]3[CH:13]=[CH:14][C:9]([C:6]4[CH:5]=[CH:4][C:3]([C:1]#[N:2])=[CH:8][CH:7]=4)=[CH:10][C:11]=3[F:16])=[C:21]2[CH2:20][O:19]1. Given the reactants [C:1]([C:3]1[CH:8]=[CH:7][C:6]([C:9]2[CH:14]=[CH:13][C:12]([NH2:15])=[C:11]([F:16])[CH:10]=2)=[CH:5][CH:4]=1)#[N:2].[CH3:17][C:18]1([CH3:31])[O:30][C:22]2[C:23]([CH3:29])=[N:24][CH:25]=[C:26]([CH:27]=O)[C:21]=2[CH2:20][O:19]1, predict the reaction product.